Dataset: Full USPTO retrosynthesis dataset with 1.9M reactions from patents (1976-2016). Task: Predict the reactants needed to synthesize the given product. (1) Given the product [C:16]([OH:27])(=[O:26])[C:17]1[CH:25]=[CH:24][C:20]([C:21]([OH:23])=[O:22])=[CH:19][CH:18]=1.[OH:1][CH2:2][C@@H:3]1[O:8][CH2:7][CH2:6][NH:5][CH2:4]1, predict the reactants needed to synthesize it. The reactants are: [OH:1][CH2:2][CH:3]1[O:8][CH2:7][CH2:6][NH:5][CH2:4]1.O1CCCNCC1.[C:16]([OH:27])(=[O:26])[C:17]1[CH:25]=[CH:24][C:20]([C:21]([OH:23])=[O:22])=[CH:19][CH:18]=1. (2) Given the product [Cl:23][C:18]1[CH:17]=[C:16]([C:14]2[N:15]=[C:11]([C:9]3[CH:10]=[C:5]([C:3]([OH:2])=[O:4])[C:6]([C:24]4[CH:25]=[CH:26][C:27]([C:30]([N:33]5[CH2:37][CH2:36][CH2:35][CH2:34]5)=[O:31])=[CH:28][CH:29]=4)=[CH:7][CH:8]=3)[S:12][CH:13]=2)[CH:21]=[CH:20][C:19]=1[Cl:22], predict the reactants needed to synthesize it. The reactants are: C[O:2][C:3]([C:5]1[C:6]([C:24]2[CH:29]=[CH:28][C:27]([C:30](O)=[O:31])=[CH:26][CH:25]=2)=[CH:7][CH:8]=[C:9]([C:11]2[S:12][CH:13]=[C:14]([C:16]3[CH:21]=[CH:20][C:19]([Cl:22])=[C:18]([Cl:23])[CH:17]=3)[N:15]=2)[CH:10]=1)=[O:4].[NH:33]1[CH2:37][CH2:36][CH2:35][CH2:34]1. (3) Given the product [N:22]1[CH:23]=[CH:24][CH:25]=[C:20]([S:17]([NH:16][CH2:15][C:11]2[N:10]=[C:9]([NH:8][CH2:26][C:27]([O:29][CH2:30][CH3:31])=[O:28])[CH:14]=[CH:13][CH:12]=2)(=[O:19])=[O:18])[CH:21]=1, predict the reactants needed to synthesize it. The reactants are: C(OC([N:8]([CH2:26][C:27]([O:29][C:30](C)(C)[CH3:31])=[O:28])[C:9]1[CH:14]=[CH:13][CH:12]=[C:11]([CH2:15][NH:16][S:17]([C:20]2[CH:21]=[N:22][CH:23]=[CH:24][CH:25]=2)(=[O:19])=[O:18])[N:10]=1)=O)(C)(C)C.C(OC(N(CC(OC(C)(C)C)=O)C1C=CC=C(CNS(C2C=CC=CN=2)(=O)=O)N=1)=O)(C)(C)C.Cl.C(O)C.